This data is from Full USPTO retrosynthesis dataset with 1.9M reactions from patents (1976-2016). The task is: Predict the reactants needed to synthesize the given product. (1) The reactants are: CO[C:3]1[C:6](=[O:7])[C:5](=[O:8])[C:4]=1[NH:9][C:10]1[CH:11]=[C:12]([NH:17][C:18]([C:20]2[S:21][CH:22]=[CH:23][C:24]=2[NH:25][CH2:26][C:27]2[C:36]3[C:31](=[CH:32][CH:33]=[CH:34][CH:35]=3)[N:30]=[CH:29][CH:28]=2)=[O:19])[CH:13]=[CH:14][C:15]=1[Cl:16].ClC1C=CC(N)=CC=1N.[CH3:46][O:47][CH2:48][CH2:49][NH2:50]. Given the product [N:30]1[C:31]2[C:36](=[CH:35][CH:34]=[CH:33][CH:32]=2)[C:27]([CH2:26][NH:25][C:24]2[CH:23]=[CH:22][S:21][C:20]=2[C:18]([NH:17][C:12]2[CH:13]=[CH:14][C:15]([Cl:16])=[C:10]([NH:9][C:4]3[C:5](=[O:8])[C:6](=[O:7])[C:3]=3[NH:50][CH2:49][CH2:48][O:47][CH3:46])[CH:11]=2)=[O:19])=[CH:28][CH:29]=1, predict the reactants needed to synthesize it. (2) Given the product [CH3:1][S:2]([O:5][CH:26]([CH2:27][N:28]1[C:36]([C:37]2[CH:42]=[CH:41][CH:40]=[C:39]([F:43])[CH:38]=2)=[C:35]2[C:30]([N:31]([CH3:47])[C:32](=[O:46])[N:33]([CH3:45])[C:34]2=[O:44])=[CH:29]1)[CH2:25][O:24][Si:17]([C:20]([CH3:23])([CH3:21])[CH3:22])([CH3:18])[CH3:19])(=[O:4])=[O:3], predict the reactants needed to synthesize it. The reactants are: [CH3:1][S:2]([O:5]S(C)(=O)=O)(=[O:4])=[O:3].C(N(CC)CC)C.[Si:17]([O:24][CH2:25][CH:26](O)[CH2:27][N:28]1[C:36]([C:37]2[CH:42]=[CH:41][CH:40]=[C:39]([F:43])[CH:38]=2)=[C:35]2[C:30]([N:31]([CH3:47])[C:32](=[O:46])[N:33]([CH3:45])[C:34]2=[O:44])=[CH:29]1)([C:20]([CH3:23])([CH3:22])[CH3:21])([CH3:19])[CH3:18]. (3) Given the product [CH3:30][O:31][C:32](=[O:43])[C:33]1[CH:34]=[CH:35][C:36]([S:39](=[O:40])(=[O:41])[NH:26][C:19]2[C:20]([C:22]([F:25])([F:23])[F:24])=[N:21][C:16]([O:15][CH2:14][C:13]3[C:9]([C:3]4[C:2]([Cl:1])=[CH:7][CH:6]=[CH:5][C:4]=4[Cl:8])=[N:10][O:11][C:12]=3[CH:27]([CH3:29])[CH3:28])=[CH:17][CH:18]=2)=[CH:37][CH:38]=1, predict the reactants needed to synthesize it. The reactants are: [Cl:1][C:2]1[CH:7]=[CH:6][CH:5]=[C:4]([Cl:8])[C:3]=1[C:9]1[C:13]([CH2:14][O:15][C:16]2[N:21]=[C:20]([C:22]([F:25])([F:24])[F:23])[C:19]([NH2:26])=[CH:18][CH:17]=2)=[C:12]([CH:27]([CH3:29])[CH3:28])[O:11][N:10]=1.[CH3:30][O:31][C:32](=[O:43])[C:33]1[CH:38]=[CH:37][C:36]([S:39](Cl)(=[O:41])=[O:40])=[CH:35][CH:34]=1.N1C=CC=CC=1.CN1CCOCC1. (4) Given the product [CH2:1]([CH:3]([CH2:38][CH2:39][CH2:40][CH3:41])[CH2:4][N:5]1[C:17]2[CH:16]=[CH:15][C:14]([C:18]([C:20]3[C:21]([CH3:28])=[CH:22][C:23]([CH3:27])=[CH:24][C:25]=3[CH3:26])=[O:19])=[CH:13][C:12]=2[C:11]2[C:6]1=[CH:7][CH:8]=[C:9]([C:29](=[N:44][OH:43])[C:30]1[CH:35]=[CH:34][CH:33]=[CH:32][C:31]=1[CH3:36])[CH:10]=2)[CH3:2], predict the reactants needed to synthesize it. The reactants are: [CH2:1]([CH:3]([CH2:38][CH2:39][CH2:40][CH3:41])[CH2:4][N:5]1[C:17]2[CH:16]=[CH:15][C:14]([C:18]([C:20]3[C:25]([CH3:26])=[CH:24][C:23]([CH3:27])=[CH:22][C:21]=3[CH3:28])=[O:19])=[CH:13][C:12]=2[C:11]2[C:6]1=[CH:7][CH:8]=[C:9]([C:29](=O)[C:30]1[CH:35]=[CH:34][CH:33]=[CH:32][C:31]=1[CH3:36])[CH:10]=2)[CH3:2].[Cl-].[OH:43][NH3+:44].O. (5) Given the product [C:15]([NH:14][C:17]([NH:7][CH2:6][C:5]1[C:8]([O:12][CH3:13])=[CH:9][CH:10]=[CH:11][C:4]=1[O:3][CH3:2])=[NH:18])#[N:16], predict the reactants needed to synthesize it. The reactants are: Cl.[CH3:2][O:3][C:4]1[CH:11]=[CH:10][CH:9]=[C:8]([O:12][CH3:13])[C:5]=1[CH2:6][NH2:7].[N-:14]([C:17]#[N:18])[C:15]#[N:16].[Na+]. (6) Given the product [Cl:1][C:2]1[N:3]=[N:4][C:5](/[N:8]=[C:11](/[N:13]([CH3:15])[CH3:14])\[CH3:12])=[CH:6][CH:7]=1, predict the reactants needed to synthesize it. The reactants are: [Cl:1][C:2]1[N:3]=[N:4][C:5]([NH2:8])=[CH:6][CH:7]=1.CO[C:11](OC)([N:13]([CH3:15])[CH3:14])[CH3:12]. (7) Given the product [F:15][C:16]([F:30])([F:29])[CH2:17][N:1]1[CH:5]=[C:4]([C:6]2[CH:11]=[C:10]([C:12]([NH2:14])=[O:13])[CH:9]=[CH:8][N:7]=2)[N:3]=[CH:2]1, predict the reactants needed to synthesize it. The reactants are: [NH:1]1[CH:5]=[C:4]([C:6]2[CH:11]=[C:10]([C:12]([NH2:14])=[O:13])[CH:9]=[CH:8][N:7]=2)[N:3]=[CH:2]1.[F:15][C:16]([F:30])([F:29])[CH2:17]OS(C1C=CC(C)=CC=1)(=O)=O.